From a dataset of Reaction yield outcomes from USPTO patents with 853,638 reactions. Predict the reaction yield, written as a fraction of the theoretical maximum amount of product (1.0 means a 100% yield; for example, 0.34 means a 34% yield). (1) The reactants are Br[C:2]1[CH:7]=[CH:6][C:5]([CH3:8])=[CH:4][N:3]=1.[CH3:9][O:10][C:11]1[CH:16]=[C:15](B2OC(C)(C)C(C)(C)O2)[CH:14]=[CH:13][N:12]=1. No catalyst specified. The product is [CH3:9][O:10][C:11]1[CH:16]=[C:15]([C:2]2[CH:7]=[CH:6][C:5]([CH3:8])=[CH:4][N:3]=2)[CH:14]=[CH:13][N:12]=1. The yield is 0.420. (2) The reactants are [CH2:1]([O:8][C:9]1[C:10]([Br:22])=[C:11]([CH:16]([OH:21])[C:17]([O:19][CH3:20])=[O:18])[C:12]([CH3:15])=[CH:13][CH:14]=1)[C:2]1[CH:7]=[CH:6][CH:5]=[CH:4][CH:3]=1. The catalyst is C(OC(C)(C)C)(=O)C.C(OCC)(=O)C. The product is [CH2:1]([O:8][C:9]1[C:10]([Br:22])=[C:11]([CH:16]([O:21][C:2]([CH3:7])([CH3:3])[CH3:1])[C:17]([O:19][CH3:20])=[O:18])[C:12]([CH3:15])=[CH:13][CH:14]=1)[C:2]1[CH:3]=[CH:4][CH:5]=[CH:6][CH:7]=1. The yield is 0.810.